From a dataset of Experimentally validated miRNA-target interactions with 360,000+ pairs, plus equal number of negative samples. Binary Classification. Given a miRNA mature sequence and a target amino acid sequence, predict their likelihood of interaction. (1) The miRNA is mmu-miR-664-3p with sequence UAUUCAUUUACUCCCCAGCCUA. The protein sequence of the target gene is MKHSKKTYDSFQDELEDYIKVQKARGLEPKTCFRKMKGDYLETCGYKGEVNSRPTYRMFDQRLPSETIQTYPRSCNIPQTVENRLPQWLPAHDSRLRLDSLSYCQFTRDCFSEKPVPLNFNQQEYICGSHGVEHRVYKHFSSDNSTSTHQASHKQIHQKRKRHPEEGREKSEEERSKHKRKKSCEEIDLDKHKSIQRKKTEVEIETVHVSTEKLKNRKEKKSRDVVSKKEERKRTKKKKEQGQERTEEEMLWDQSILGF. Result: 0 (no interaction). (2) Result: 0 (no interaction). The protein sequence of the target gene is MDDDSLDELVARSPGPDGHPQVGPADPAGDFEESSVGSSGDSGDDSDSEHGDGTDGEDEGASEEEDLEDRSGSEDSEDDGETLLEVAGTQGKLEAAGSFNSDDDAESCPICLNAFRDQAVGTPENCAHYFCLDCIVEWSKNANSCPVDRTLFKCICIRAQFGGKILRKIPVENTKASEEEEDPTFCEVCGRSDREDRLLLCDGCDAGYHMECLDPPLQEVPVDEWFCPECAAPGVVLAADAGPVSEEEVSLLLADVVPTTSRLRPRAGRTRAIARTRQSERVRATVNRNRISTARRVQHT.... The miRNA is hsa-miR-412-5p with sequence UGGUCGACCAGUUGGAAAGUAAU. (3) The miRNA is mmu-miR-3110-5p with sequence UUCUGCCUCCCCUGAAGGCUC. The protein sequence of the target gene is MCAQYCISFADVEKAHINIRDSIHLTPVLTSSILNQLTGRNLFFKCELFQKTGSFKIRGALNAVRSLVPDALERKPKAVVTHSSGNHGQALTYAAKLEGIPAYIVVPQTAPDCKKLAIQAYGASIVYCEPSDESRENVAKRVTEETEGIMVHPNQEPAVIAGQGTIALEVLNQVPLVDALVVPVGGGGMLAGIAITVKALKPSVKVYAAEPSNADDCYQSKLKGKLMPNLYPPETIADGVKSSIGLNTWPIIRDLVDDIFTVTEDEIKCATQLVWERMKLLIEPTAGVGVAAVLSQHFQT.... Result: 0 (no interaction). (4) The miRNA is hsa-miR-140-5p with sequence CAGUGGUUUUACCCUAUGGUAG. The protein sequence of the target gene is MEPAGPAPGRLGPLLCLLLAASCAWSGVAGEEELQVIQPDKSVLVAAGETATLRCTATSLIPVGPIQWFRGAGPGRELIYNQKEGHFPRVTTVSDLTKRNNMDFSIRIGNITPADAGTYYCVKFRKGSPDDVEFKSGAGTELSVRAKPSAPVVSGPAARATPQHTVSFTCESHGFSPRDITLKWFKNGNELSDFQTNVDPVGESVSYSIHSTAKVVLTREDVHSQVICEVAHVTLQGDPLRGTANLSETIRVPPTLEVTQQPVRAENQVNVTCQVRKFYPQRLQLTWLENGNVSRTETAS.... Result: 1 (interaction). (5) The miRNA is hsa-miR-5580-3p with sequence CACAUAUGAAGUGAGCCAGCAC. The protein sequence of the target gene is MAAAPSALLLLPPFPVLSTYRLQSRSRPSAPETDDSRVGGIMRGEKNYYFRGAAGDHGSCPTTTSPLASALLMPSEAVSSSWSESGGGLSGGDEEDTRLLQLLRTARDPSEAFQALQAALPRRGGRLGFPRRKEALYRALGRVLVEGGSDEKRLCLQLLSDVLRGQGEAGQLEEAFSLALLPQLVVSLREENPALRKDALQILHICLKRSPGEVLRTLIQQGLESTDARLRASTALLLPILLTTEDLLLGLDLTEVIISLARKLGDQETEEESETAFSALQQIGERLGQDRFQSYISRLP.... Result: 0 (no interaction). (6) The miRNA is hsa-miR-3153 with sequence GGGGAAAGCGAGUAGGGACAUUU. The protein sequence of the target gene is MGMKVPGKGESGPSALLTPPMSSSSRGPGAGARRRRTRCRRCRACVRTECGDCHFCRDMKKFGGPGRMKQSCLLRQCTAPVLPHTAVCLLCGEAGKEDTVEGEEEKFGLSLMECTICNEIVHPGCLKMGKAEGVINAEIPNCWECPRCTQEGRTSKDSGEGPGRRRADNGEEGASLGSGWKLTEEPPLPPPPPRRKGPLPAGPPPEDVPGPPKRKEREAGNEPPTPRKKVKGGRERHLKKVGGDACLLRGSDPGGPGLLPPRVLNPSQAFSSCHPGLPPENWEKPKPPLASAEGPAVPSP.... Result: 1 (interaction). (7) The miRNA is hsa-miR-590-5p with sequence GAGCUUAUUCAUAAAAGUGCAG. The protein sequence of the target gene is MARPGPGVLGAPRLAPRLLLWLLLLLLQWPESAGAQAGPRAPCAAACTCAGDSLDCSGRGLATLPRDLPSWTRSLNLSYNRLSEIDSAAFEDLTNLQEVYLNSNELTAIPSLGAASIGVVSLFLQHNKILSVDGSQLKSYLSLEVLDLSSNNITEIRSSCFPNGLRIRELNLASNRISILESGAFDGLSRSLLTLRLSKNRITQLPVKAFKLPRLTQLDLNRNRIRLIEGLTFQGLDSLEVLRLQRNNISRLTDGAFWGLSKMHVLHLEYNSLVEVNSGSLYGLTALHQLHLSNNSISRI.... Result: 0 (no interaction). (8) The miRNA is hsa-miR-3941 with sequence UUACACACAACUGAGGAUCAUA. The protein sequence of the target gene is MTSEMESSLEVSFSSSCAVSGASGCLPPARSRIFKIIVIGDSNVGKTCLTYRFCAGRFPDRTEATIGVDFRERAVDIDGERIKIQLWDTAGQERFRKSMVQHYYRNVHAVVFVYDMTNMASFHSLPAWIEECKQHLLANDIPRILVGNKCDLRSAIQVPTDLAQKFADTHSMPLFETSAKNPNDNDHVEAIFMTLAHKLKSHKPLMLSQLPDNRISLKPETKPAVTCWC. Result: 0 (no interaction).